The task is: Predict the reaction yield, written as a fraction of the theoretical maximum amount of product (1.0 means a 100% yield; for example, 0.34 means a 34% yield).. This data is from Reaction yield outcomes from USPTO patents with 853,638 reactions. (1) The reactants are BrC1C=CC(O)=C(C2C=[CH:16][C:15]3[C:10](=[CH:11][CH:12]=[C:13]([C:18]4[N:22]([CH:23]5[CH2:28][CH2:27][CH2:26][CH2:25][CH2:24]5)[C:21]5[CH:29]=[CH:30][C:31]([C:33]([OH:35])=[O:34])=[CH:32][C:20]=5[N:19]=4)[CH:14]=3)[N:9]=2)C=1.C(OC(C1C=CC2N(C3CCCCC3)C(C3C=CC(N)=C(C=O)C=3)=NC=2C=1)=O)C.[Cl:66][C:67]1[CH:72]=[CH:71][C:70]([C:73]2[O:77][C:76]([CH3:78])=[C:75]([C:79](=O)[CH3:80])[CH:74]=2)=[CH:69][CH:68]=1.[OH-].[K+]. The catalyst is C(O)C. The product is [Cl:66][C:67]1[CH:72]=[CH:71][C:70]([C:73]2[O:77][C:76]([CH3:78])=[C:75]([C:79]3[CH:80]=[CH:16][C:15]4[C:10](=[CH:11][CH:12]=[C:13]([C:18]5[N:22]([CH:23]6[CH2:24][CH2:25][CH2:26][CH2:27][CH2:28]6)[C:21]6[CH:29]=[CH:30][C:31]([C:33]([OH:35])=[O:34])=[CH:32][C:20]=6[N:19]=5)[CH:14]=4)[N:9]=3)[CH:74]=2)=[CH:69][CH:68]=1. The yield is 0.590. (2) The reactants are [Si:1]([O:8][C@H:9]1[CH2:13][C@H:12]([N:14]2[C:18]3[N:19]=[CH:20][N:21]=[C:22]([NH:23][C@@H:24]4[C:32]5[C:27](=[CH:28][CH:29]=[CH:30][CH:31]=5)[CH2:26][CH2:25]4)[C:17]=3[CH:16]=[CH:15]2)[CH2:11][C@H:10]1[CH2:33][CH:34]=[O:35])([C:4]([CH3:7])([CH3:6])[CH3:5])([CH3:3])[CH3:2].CO.[BH4-].[Na+]. No catalyst specified. The product is [Si:1]([O:8][C@H:9]1[CH2:13][C@H:12]([N:14]2[C:18]3[N:19]=[CH:20][N:21]=[C:22]([NH:23][C@@H:24]4[C:32]5[C:27](=[CH:28][CH:29]=[CH:30][CH:31]=5)[CH2:26][CH2:25]4)[C:17]=3[CH:16]=[CH:15]2)[CH2:11][C@H:10]1[CH2:33][CH2:34][OH:35])([C:4]([CH3:7])([CH3:6])[CH3:5])([CH3:2])[CH3:3]. The yield is 0.450. (3) The reactants are Cl[C:2]1[N:7]=[C:6]([NH:8][C:9]2[CH:14]=[CH:13][C:12]([N:15]3[CH2:20][CH2:19][C:18](OC)([O:21]C)[CH2:17][CH2:16]3)=[CH:11][C:10]=2[O:25][CH3:26])[N:5]=[C:4]([NH:27][C:28]2[CH:33]=[CH:32][CH:31]=[CH:30][C:29]=2[S:34]([CH:37]([CH3:39])[CH3:38])(=[O:36])=[O:35])[N:3]=1.C(N(CC)C(C)C)(C)C.COC1(OC)CCN(C2C=CC(NC3N=C(NC4C=CC=CC=4S(C(C)C)(=O)=O)N=CN=3)=C(OC)C=2)CC1.Cl.C(=O)([O-])[O-].[K+].[K+]. The catalyst is [C].[Pd].O.CC(O)C.O1CCCC1. The product is [CH3:26][O:25][C:10]1[CH:11]=[C:12]([N:15]2[CH2:20][CH2:19][C:18](=[O:21])[CH2:17][CH2:16]2)[CH:13]=[CH:14][C:9]=1[NH:8][C:6]1[N:5]=[C:4]([NH:27][C:28]2[CH:33]=[CH:32][CH:31]=[CH:30][C:29]=2[S:34]([CH:37]([CH3:39])[CH3:38])(=[O:36])=[O:35])[N:3]=[CH:2][N:7]=1. The yield is 0.890. (4) The reactants are C(OC([NH:8][CH2:9][CH2:10][N:11]1[C:15](=[O:16])[C:14](=[CH:17][C:18]2[O:22][C:21]([C:23]3[CH:31]=[CH:30][C:26]([C:27]([OH:29])=[O:28])=[CH:25][CH:24]=3)=[CH:20][CH:19]=2)[S:13][C:12]1=[S:32])=O)(C)(C)C.[F:33][C:34]([F:39])([F:38])[C:35]([OH:37])=[O:36]. The catalyst is ClCCl. The product is [F:33][C:34]([F:39])([F:38])[C:35]([O-:37])=[O:36].[C:27]([C:26]1[CH:25]=[CH:24][C:23]([C:21]2[O:22][C:18]([CH:17]=[C:14]3[S:13][C:12](=[S:32])[N:11]([CH2:10][CH2:9][NH3+:8])[C:15]3=[O:16])=[CH:19][CH:20]=2)=[CH:31][CH:30]=1)([OH:29])=[O:28]. The yield is 0.920. (5) The reactants are [CH3:1][C:2]1[N:6]2[CH:7]=[CH:8][C:9]([CH3:11])=[CH:10][C:5]2=[N:4][C:3]=1[CH:12]1[CH2:14][CH:13]1[C:15]([O:17]CC)=[O:16].[OH-].[Na+]. The catalyst is C1COCC1. The product is [CH3:1][C:2]1[N:6]2[CH:7]=[CH:8][C:9]([CH3:11])=[CH:10][C:5]2=[N:4][C:3]=1[CH:12]1[CH2:14][CH:13]1[C:15]([OH:17])=[O:16]. The yield is 0.900. (6) The reactants are [Cl:1][C:2]1[CH:27]=[CH:26][CH:25]=[CH:24][C:3]=1[C:4]([NH:6][C:7](=[O:23])[NH:8][C:9]1[S:10][C:11]2[CH:17]=[C:16]([S:18]([CH:21]=[CH2:22])(=[O:20])=[O:19])[CH:15]=[CH:14][C:12]=2[N:13]=1)=[O:5].[OH:28][CH:29]1[CH2:33][CH2:32][NH:31][CH2:30]1. The catalyst is C1COCC1. The product is [Cl:1][C:2]1[CH:27]=[CH:26][CH:25]=[CH:24][C:3]=1[C:4]([NH:6][C:7](=[O:23])[NH:8][C:9]1[S:10][C:11]2[CH:17]=[C:16]([S:18]([CH2:21][CH2:22][N:31]3[CH2:32][CH2:33][CH:29]([OH:28])[CH2:30]3)(=[O:20])=[O:19])[CH:15]=[CH:14][C:12]=2[N:13]=1)=[O:5]. The yield is 0.330.